This data is from Reaction yield outcomes from USPTO patents with 853,638 reactions. The task is: Predict the reaction yield, written as a fraction of the theoretical maximum amount of product (1.0 means a 100% yield; for example, 0.34 means a 34% yield). (1) The reactants are [CH3:1][O:2][C:3]1[C:10]([C:11]2[S:12][CH:13]=[CH:14][CH:15]=2)=[CH:9][C:6]([CH:7]=O)=[C:5]([O:16][CH2:17][C:18]([N:20]2[CH2:25][CH2:24][O:23][CH2:22][CH2:21]2)=[O:19])[CH:4]=1.[C:26]([C:29]1[CH:37]=[CH:36][C:32]([C:33]([OH:35])=[O:34])=[CH:31][CH:30]=1)(=[O:28])[CH3:27]. No catalyst specified. The product is [CH3:1][O:2][C:3]1[C:10]([C:11]2[S:12][CH:13]=[CH:14][CH:15]=2)=[CH:9][C:6](/[CH:7]=[CH:27]/[C:26]([C:29]2[CH:37]=[CH:36][C:32]([C:33]([OH:35])=[O:34])=[CH:31][CH:30]=2)=[O:28])=[C:5]([O:16][CH2:17][C:18]([N:20]2[CH2:21][CH2:22][O:23][CH2:24][CH2:25]2)=[O:19])[CH:4]=1. The yield is 0.700. (2) The reactants are [ClH:1].[Br:2][C:3]1[CH:28]=[CH:27][C:6]([CH2:7][CH:8]2[CH2:13][CH2:12][N:11]([CH2:14][CH2:15][C:16]3[CH:17]=[C:18]4[C:23](=[CH:24][CH:25]=3)[O:22][CH2:21][CH2:20][C:19]4=[O:26])[CH2:10][CH2:9]2)=[CH:5][C:4]=1[O:29][CH2:30][CH2:31][O:32][CH3:33]. The catalyst is CC(O)C. The product is [ClH:1].[Br:2][C:3]1[CH:28]=[CH:27][C:6]([CH2:7][CH:8]2[CH2:13][CH2:12][N:11]([CH2:14][CH2:15][C:16]3[CH:17]=[C:18]4[C:23](=[CH:24][CH:25]=3)[O:22][CH2:21][CH2:20][C:19]4=[O:26])[CH2:10][CH2:9]2)=[CH:5][C:4]=1[O:29][CH2:30][CH2:31][O:32][CH3:33]. The yield is 0.720. (3) The reactants are [NH2:1][CH2:2][C:3]1[CH:4]=[C:5]([C:9]2[CH:10]=[C:11]3[C:15](=[C:16]([C:18]([NH2:20])=[O:19])[CH:17]=2)[NH:14][CH:13]=[C:12]3[CH:21]2[CH2:26][CH2:25][N:24]([S:27]([CH2:30][CH3:31])(=[O:29])=[O:28])[CH2:23][CH2:22]2)[CH:6]=[CH:7][CH:8]=1.[CH:32]1([S:35](Cl)(=[O:37])=[O:36])[CH2:34][CH2:33]1.CCN(C(C)C)C(C)C. The catalyst is CN(C=O)C.C(Cl)Cl. The product is [CH:32]1([S:35]([NH:1][CH2:2][C:3]2[CH:4]=[C:5]([C:9]3[CH:10]=[C:11]4[C:15](=[C:16]([C:18]([NH2:20])=[O:19])[CH:17]=3)[NH:14][CH:13]=[C:12]4[CH:21]3[CH2:22][CH2:23][N:24]([S:27]([CH2:30][CH3:31])(=[O:29])=[O:28])[CH2:25][CH2:26]3)[CH:6]=[CH:7][CH:8]=2)(=[O:37])=[O:36])[CH2:34][CH2:33]1. The yield is 0.170.